Dataset: Full USPTO retrosynthesis dataset with 1.9M reactions from patents (1976-2016). Task: Predict the reactants needed to synthesize the given product. Given the product [ClH:28].[ClH:28].[N:17]1([C@H:7]2[CH2:6][C@@H:5]([CH2:3][OH:2])[NH:9][CH2:8]2)[CH2:18][CH2:19][CH2:20][CH2:21]1, predict the reactants needed to synthesize it. The reactants are: C[O:2][C:3]([CH:5]1[N:9](C(OC(C)(C)C)=O)[CH2:8][CH:7]([N:17]2[CH2:21][CH2:20][CH2:19][CH2:18]2)[CH2:6]1)=O.[H-].[Al+3].[Li+].[H-].[H-].[H-].[ClH:28].